From a dataset of Forward reaction prediction with 1.9M reactions from USPTO patents (1976-2016). Predict the product of the given reaction. (1) Given the reactants [NH2:1][C:2]1[CH:3]=[CH:4][C:5]([N:10]2[CH2:15][CH2:14][N:13]([CH:16]([C:23]3[CH:28]=[CH:27][CH:26]=[CH:25][CH:24]=3)[C:17]3[CH:22]=[CH:21][CH:20]=[CH:19][CH:18]=3)[CH2:12][CH2:11]2)=[C:6]([CH:9]=1)[C:7]#[N:8].C1CCC(N=C=NC2CCCCC2)CC1.[O:44]1[CH2:48][CH2:47][CH:46]([C:49](O)=[O:50])[CH2:45]1.[OH-].[Na+], predict the reaction product. The product is: [CH:16]([N:13]1[CH2:12][CH2:11][N:10]([C:5]2[CH:4]=[CH:3][C:2]([NH:1][C:49]([CH:46]3[CH2:47][CH2:48][O:44][CH2:45]3)=[O:50])=[CH:9][C:6]=2[C:7]#[N:8])[CH2:15][CH2:14]1)([C:17]1[CH:22]=[CH:21][CH:20]=[CH:19][CH:18]=1)[C:23]1[CH:24]=[CH:25][CH:26]=[CH:27][CH:28]=1. (2) Given the reactants Br[C:2]1[CH:7]=[CH:6][CH:5]=[C:4]([O:8][CH3:9])[N:3]=1.[C:10]([N:13]1[C:22]2[C:17](=[CH:18][C:19]([C:23]([NH:25][CH3:26])=[O:24])=[CH:20][CH:21]=2)[CH:16]([NH2:27])[CH:15]([CH3:28])[CH:14]1[CH:29]1[CH2:31][CH2:30]1)(=[O:12])[CH3:11].CC(C)([O-])C.[Na+].CN(C1C(C2C(P(C3CCCCC3)C3CCCCC3)=CC=CC=2)=CC=CC=1)C, predict the reaction product. The product is: [C:10]([N:13]1[C:22]2[C:17](=[CH:18][C:19]([C:23]([NH:25][CH3:26])=[O:24])=[CH:20][CH:21]=2)[CH:16]([NH:27][C:2]2[CH:7]=[CH:6][CH:5]=[C:4]([O:8][CH3:9])[N:3]=2)[CH:15]([CH3:28])[CH:14]1[CH:29]1[CH2:30][CH2:31]1)(=[O:12])[CH3:11]. (3) Given the reactants [CH2:1]([C@:3]12[C:16]3[C:11](=[CH:12][C:13]([OH:17])=[CH:14][CH:15]=3)[CH2:10][CH2:9][C@@H:8]1[CH2:7][C@:6]([C:19]1[CH:24]=[CH:23][CH:22]=[CH:21][CH:20]=1)([OH:18])[C@@H:5]([OH:25])[CH2:4]2)[CH3:2].Cl.[N:27]1[CH:32]=[CH:31][CH:30]=[C:29]([CH2:33]Cl)[CH:28]=1, predict the reaction product. The product is: [CH2:1]([C@:3]12[C:16]3[C:11](=[CH:12][C:13]([O:17][CH2:33][C:29]4[CH:28]=[N:27][CH:32]=[CH:31][CH:30]=4)=[CH:14][CH:15]=3)[CH2:10][CH2:9][C@@H:8]1[CH2:7][C@:6]([C:19]1[CH:24]=[CH:23][CH:22]=[CH:21][CH:20]=1)([OH:18])[C@@H:5]([OH:25])[CH2:4]2)[CH3:2]. (4) Given the reactants [CH3:1][C:2]1[N:3]=[C:4]2[S:22][CH:21]=[CH:20][N:5]2[C:6](=[O:19])[C:7]=1[C:8]1[CH:13]=[CH:12][C:11]([O:14][C:15]([F:18])([F:17])[F:16])=[CH:10][CH:9]=1.[CH:23]1([CH2:26][O:27][C:28]2[C:35]([O:36][CH3:37])=[CH:34][CH:33]=[CH:32][C:29]=2[CH:30]=O)[CH2:25][CH2:24]1.[O-]CC.[Na+], predict the reaction product. The product is: [CH:23]1([CH2:26][O:27][C:28]2[C:35]([O:36][CH3:37])=[CH:34][CH:33]=[CH:32][C:29]=2/[CH:30]=[CH:1]/[C:2]2[N:3]=[C:4]3[S:22][CH:21]=[CH:20][N:5]3[C:6](=[O:19])[C:7]=2[C:8]2[CH:13]=[CH:12][C:11]([O:14][C:15]([F:17])([F:18])[F:16])=[CH:10][CH:9]=2)[CH2:24][CH2:25]1. (5) The product is: [CH2:1]([C:12]1[CH:19]=[CH:18][C:15]([C:16]#[N:17])=[CH:14][CH:13]=1)[CH2:2][CH2:3][CH2:4][CH2:5][CH2:6][CH2:7][CH2:8][CH2:9][CH3:10]. Given the reactants [CH2:1]=[CH:2][CH2:3][CH2:4][CH2:5][CH2:6][CH2:7][CH2:8][CH2:9][CH3:10].Br[C:12]1[CH:19]=[CH:18][C:15]([C:16]#[N:17])=[CH:14][CH:13]=1, predict the reaction product. (6) The product is: [N+:18]([C:14]1[CH:13]=[CH:12][C:9]2[CH2:10][CH2:11][N:5]([C:3](=[O:4])[C:2]([F:1])([F:16])[F:17])[CH2:6][CH2:7][C:8]=2[CH:15]=1)([O-:20])=[O:19]. Given the reactants [F:1][C:2]([F:17])([F:16])[C:3]([N:5]1[CH2:11][CH2:10][C:9]2[CH:12]=[CH:13][CH:14]=[CH:15][C:8]=2[CH2:7][CH2:6]1)=[O:4].[N+:18]([O-])([O-:20])=[O:19].[K+], predict the reaction product. (7) Given the reactants C(O[BH-](OC(=O)C)OC(=O)C)(=O)C.[Na+].[NH:15]1[CH2:20][CH2:19][CH:18]([O:21][C:22]2[CH:27]=[CH:26][C:25]([C:28]3[CH2:29][CH2:30][N:31]([C:34]([O:36][CH2:37][C:38]4[CH:43]=[CH:42][CH:41]=[CH:40][CH:39]=4)=[O:35])[CH2:32][CH:33]=3)=[CH:24][CH:23]=2)[CH2:17][CH2:16]1.[C:44]1(=O)[CH2:47][CH2:46][CH2:45]1.[OH-].[Na+], predict the reaction product. The product is: [CH:44]1([N:15]2[CH2:20][CH2:19][CH:18]([O:21][C:22]3[CH:23]=[CH:24][C:25]([C:28]4[CH2:33][CH2:32][N:31]([C:34]([O:36][CH2:37][C:38]5[CH:39]=[CH:40][CH:41]=[CH:42][CH:43]=5)=[O:35])[CH2:30][CH:29]=4)=[CH:26][CH:27]=3)[CH2:17][CH2:16]2)[CH2:47][CH2:46][CH2:45]1.